This data is from NCI-60 drug combinations with 297,098 pairs across 59 cell lines. The task is: Regression. Given two drug SMILES strings and cell line genomic features, predict the synergy score measuring deviation from expected non-interaction effect. Drug 1: CC1OCC2C(O1)C(C(C(O2)OC3C4COC(=O)C4C(C5=CC6=C(C=C35)OCO6)C7=CC(=C(C(=C7)OC)O)OC)O)O. Drug 2: C1C(C(OC1N2C=NC3=C2NC=NCC3O)CO)O. Cell line: NCI/ADR-RES. Synergy scores: CSS=-1.89, Synergy_ZIP=-0.287, Synergy_Bliss=-4.10, Synergy_Loewe=-4.24, Synergy_HSA=-4.49.